Dataset: Catalyst prediction with 721,799 reactions and 888 catalyst types from USPTO. Task: Predict which catalyst facilitates the given reaction. (1) Reactant: [NH2:1][C:2]1[CH:9]=[CH:8][C:5]([C:6]#[N:7])=[CH:4][CH:3]=1.[OH-].[Na+].Cl[C:13]1[C:18]([N+:19]([O-:21])=[O:20])=[CH:17][CH:16]=[C:15]([Cl:22])[N:14]=1. Product: [C:6]([C:5]1[CH:8]=[CH:9][C:2]([NH:1][C:13]2[C:18]([N+:19]([O-:21])=[O:20])=[CH:17][CH:16]=[C:15]([Cl:22])[N:14]=2)=[CH:3][CH:4]=1)#[N:7]. The catalyst class is: 10. (2) Reactant: [CH3:1][O:2][C:3]([C:5]1[CH:6]=[C:7]2[C:11](=[CH:12][CH:13]=1)[NH:10][N:9]=[C:8]2[C:14](=[O:25])[NH:15][CH:16]1[CH2:21][CH2:20][N:19]([CH:22]([CH3:24])[CH3:23])[CH2:18][CH2:17]1)=[O:4].C([O-])([O-])=O.[Cs+].[Cs+].Br[CH2:33][C:34]([NH:36][C:37]1[CH:42]=[CH:41][C:40]([Cl:43])=[CH:39][N:38]=1)=[O:35].O. Product: [CH3:1][O:2][C:3]([C:5]1[CH:6]=[C:7]2[C:11](=[CH:12][CH:13]=1)[N:10]([CH2:33][C:34](=[O:35])[NH:36][C:37]1[CH:42]=[CH:41][C:40]([Cl:43])=[CH:39][N:38]=1)[N:9]=[C:8]2[C:14](=[O:25])[NH:15][CH:16]1[CH2:21][CH2:20][N:19]([CH:22]([CH3:23])[CH3:24])[CH2:18][CH2:17]1)=[O:4]. The catalyst class is: 3. (3) Reactant: Br[C:2]1[CH:11]=[CH:10][C:5]([C:6]([O:8][CH3:9])=[O:7])=[CH:4][C:3]=1[CH2:12][O:13][CH3:14].F[C:16]1[C:17](C)=[C:18]([C:22]2C=CC(C(O)=O)=C[C:23]=2COC)[CH:19]=[CH:20][CH:21]=1.C(C1C=CC=CC=1B(O)O)C.C(=O)([O-])[O-].[K+].[K+]. Product: [CH2:22]([C:18]1[CH:19]=[CH:20][CH:21]=[CH:16][C:17]=1[C:2]1[CH:11]=[CH:10][C:5]([C:6]([O:8][CH3:9])=[O:7])=[CH:4][C:3]=1[CH2:12][O:13][CH3:14])[CH3:23]. The catalyst class is: 398. (4) Reactant: C([O:3][C:4]([C:6]1([C:9]2[CH:14]=[CH:13][C:12]([C:15]3[CH:20]=[CH:19][C:18]([C:21]4[S:22][C:23]([F:38])=[CH:24][C:25]=4[NH:26][C:27]([O:29][CH:30]([C:32]4[C:36]([CH3:37])=[CH:35][S:34][CH:33]=4)[CH3:31])=[O:28])=[CH:17][CH:16]=3)=[CH:11][CH:10]=2)[CH2:8][CH2:7]1)=[O:5])C.[OH-].[Na+].Cl.O. The catalyst class is: 32. Product: [F:38][C:23]1[S:22][C:21]([C:18]2[CH:19]=[CH:20][C:15]([C:12]3[CH:11]=[CH:10][C:9]([C:6]4([C:4]([OH:5])=[O:3])[CH2:8][CH2:7]4)=[CH:14][CH:13]=3)=[CH:16][CH:17]=2)=[C:25]([NH:26][C:27]([O:29][CH:30]([C:32]2[C:36]([CH3:37])=[CH:35][S:34][CH:33]=2)[CH3:31])=[O:28])[CH:24]=1.